From a dataset of Reaction yield outcomes from USPTO patents with 853,638 reactions. Predict the reaction yield, written as a fraction of the theoretical maximum amount of product (1.0 means a 100% yield; for example, 0.34 means a 34% yield). (1) The reactants are [CH2:1]([N:3]1[C:11]2[C:6](=[CH:7][CH:8]=[C:9]([O:12][CH3:13])[CH:10]=2)[C:5]([C:14]([NH2:16])=O)=[CH:4]1)[CH3:2].COC1C=CC(P2(SP(C3C=CC(OC)=CC=3)(=S)S2)=[S:26])=CC=1. The catalyst is C1(C)C=CC=CC=1. The product is [CH2:1]([N:3]1[C:11]2[C:6](=[CH:7][CH:8]=[C:9]([O:12][CH3:13])[CH:10]=2)[C:5]([C:14](=[S:26])[NH2:16])=[CH:4]1)[CH3:2]. The yield is 0.710. (2) The catalyst is CO.O. The product is [S:37]([O-:40])([O:18][C@H:17]([C:19]1[CH:24]=[CH:23][CH:22]=[C:21]([C:25]([F:26])([F:27])[F:28])[CH:20]=1)[CH2:16][CH2:15][NH2+:14][C@@H:12]([C:2]1[C:11]2[C:6](=[CH:7][CH:8]=[CH:9][CH:10]=2)[CH:5]=[CH:4][CH:3]=1)[CH3:13])(=[O:39])=[O:38]. The yield is 0.826. The reactants are Cl.[C:2]1([C@H:12]([NH:14][CH2:15][CH2:16][C:17]([C:19]2[CH:24]=[CH:23][CH:22]=[C:21]([C:25]([F:28])([F:27])[F:26])[CH:20]=2)=[O:18])[CH3:13])[C:11]2[C:6](=[CH:7][CH:8]=[CH:9][CH:10]=2)[CH:5]=[CH:4][CH:3]=1.[BH4-].[Na+].[OH-].[Na+].C(O)(=O)C.[S:37](=O)(=[O:40])([OH:39])[OH:38].C(OC(=O)C)(=O)C. (3) The reactants are [C:1](O[BH-](OC(=O)C)OC(=O)C)(=O)C.[Na+].[N+:15]([C:18]1[CH:19]=[CH:20][C:21]2[O:27][CH2:26][CH2:25][CH2:24][NH:23][C:22]=2[CH:28]=1)([O-:17])=[O:16].C(O)(=O)C.C=O. The catalyst is C(#N)C.O.CCOC(C)=O. The product is [CH3:1][N:23]1[C:22]2[CH:28]=[C:18]([N+:15]([O-:17])=[O:16])[CH:19]=[CH:20][C:21]=2[O:27][CH2:26][CH2:25][CH2:24]1. The yield is 0.890. (4) The reactants are [Br:1][C:2]1[CH:27]=[CH:26][C:25]([O:28]C)=[CH:24][C:3]=1[CH2:4][NH:5][C:6]1[C:11]([Cl:12])=[CH:10][N:9]=[C:8]([NH:13][C:14]2[CH:15]=[C:16]([CH2:20][CH2:21][CH2:22]O)[CH:17]=[CH:18][CH:19]=2)[N:7]=1.B(Br)(Br)[Br:31].C([O-])([O-])=O.[Na+].[Na+]. The catalyst is C(Cl)Cl.C(=O)=O. The product is [Br:1][C:2]1[CH:27]=[CH:26][C:25]([OH:28])=[CH:24][C:3]=1[CH2:4][NH:5][C:6]1[C:11]([Cl:12])=[CH:10][N:9]=[C:8]([NH:13][C:14]2[CH:19]=[CH:18][CH:17]=[C:16]([CH2:20][CH2:21][CH2:22][Br:31])[CH:15]=2)[N:7]=1. The yield is 0.910. (5) The reactants are [C:1]([O:5][C:6]([N:8]1[CH2:11][CH:10]([C:12]([OH:14])=O)[CH2:9]1)=[O:7])([CH3:4])([CH3:3])[CH3:2].C(Cl)CCl.C1C=CC2N(O)N=NC=2C=1.CCN(CC)CC.[Cl:36][C:37]1[CH:38]=[C:39]([CH:44]2[CH2:48][NH:47][CH2:46][CH:45]2[CH:49]([O:51][C:52]2[CH:59]=[CH:58][C:55]([C:56]#[N:57])=[CH:54][N:53]=2)[CH3:50])[CH:40]=[CH:41][C:42]=1[Cl:43]. The catalyst is C(Cl)Cl. The product is [C:1]([O:5][C:6]([N:8]1[CH2:9][CH:10]([C:12]([N:47]2[CH2:48][C@H:44]([C:39]3[CH:40]=[CH:41][C:42]([Cl:43])=[C:37]([Cl:36])[CH:38]=3)[C@@H:45]([C@@H:49]([O:51][C:52]3[CH:59]=[CH:58][C:55]([C:56]#[N:57])=[CH:54][N:53]=3)[CH3:50])[CH2:46]2)=[O:14])[CH2:11]1)=[O:7])([CH3:2])([CH3:3])[CH3:4]. The yield is 0.980. (6) The reactants are [CH:1]1([C:4](=O)[CH2:5][C:6]#[N:7])[CH2:3][CH2:2]1.O.[NH2:10][NH2:11]. The catalyst is CO. The product is [CH:1]1([C:4]2[CH:5]=[C:6]([NH2:7])[NH:11][N:10]=2)[CH2:3][CH2:2]1. The yield is 0.460. (7) The reactants are [C:1]([O:4][CH2:5][CH2:6][CH:7]([OH:20])[CH2:8][N:9]1[C:13](=[O:14])[C:12]2=[CH:15][CH:16]=[CH:17][CH:18]=[C:11]2[C:10]1=[O:19])(=[O:3])[CH3:2].C[N+]1([O-])CCOCC1. The catalyst is C(Cl)Cl.[Ru]([O-])(=O)(=O)=O.C([N+](CCC)(CCC)CCC)CC. The product is [C:1]([O:4][CH2:5][CH2:6][C:7](=[O:20])[CH2:8][N:9]1[C:10](=[O:19])[C:11]2=[CH:18][CH:17]=[CH:16][CH:15]=[C:12]2[C:13]1=[O:14])(=[O:3])[CH3:2]. The yield is 0.920. (8) The reactants are [CH3:1][O:2][C:3]1[CH:4]=[C:5](/[CH:21]=[C:22]2/[C:23](=S)[NH:24][C:25](=[O:27])[S:26]/2)[CH:6]=[CH:7][C:8]=1[O:9][CH2:10][C:11]1[C:20]2[C:15](=[CH:16][CH:17]=[CH:18][CH:19]=2)[CH:14]=[CH:13][CH:12]=1.[NH3:29].CO. The catalyst is CO. The product is [NH2:29][C:23]1=[N:24][C:25](=[O:27])[S:26]/[C:22]/1=[CH:21]\[C:5]1[CH:6]=[CH:7][C:8]([O:9][CH2:10][C:11]2[C:20]3[C:15](=[CH:16][CH:17]=[CH:18][CH:19]=3)[CH:14]=[CH:13][CH:12]=2)=[C:3]([O:2][CH3:1])[CH:4]=1. The yield is 0.340.